From a dataset of Full USPTO retrosynthesis dataset with 1.9M reactions from patents (1976-2016). Predict the reactants needed to synthesize the given product. (1) Given the product [Br:11][C:5]1[S:1][C:2]2[CH2:9][CH2:8][CH2:7][C:6](=[O:10])[C:3]=2[CH:4]=1, predict the reactants needed to synthesize it. The reactants are: [S:1]1[CH:5]=[CH:4][C:3]2[C:6](=[O:10])[CH2:7][CH2:8][CH2:9][C:2]1=2.[Br:11]Br.[OH-].[Na+]. (2) Given the product [ClH:38].[NH2:8][CH:9]1[CH2:18][C:17]2[C:12](=[CH:13][C:14]([C:19]3[CH:20]=[CH:21][N:22]4[C:27]([C:28]=3[CH3:29])=[C:26]([CH:30]3[CH2:31][CH2:32]3)[CH:25]=[C:24]([C:33]([OH:35])=[O:34])[C:23]4=[O:36])=[CH:15][CH:16]=2)[NH:11][C:10]1=[O:37], predict the reactants needed to synthesize it. The reactants are: C(OC([NH:8][CH:9]1[CH2:18][C:17]2[C:12](=[CH:13][C:14]([C:19]3[CH:20]=[CH:21][N:22]4[C:27]([C:28]=3[CH3:29])=[C:26]([CH:30]3[CH2:32][CH2:31]3)[CH:25]=[C:24]([C:33]([OH:35])=[O:34])[C:23]4=[O:36])=[CH:15][CH:16]=2)[NH:11][C:10]1=[O:37])=O)(C)(C)C.[ClH:38].O1CCOCC1. (3) Given the product [NH2:20][CH2:19][CH2:18][CH2:17][CH2:16][N:15]1[C:11]2[C:10]3[CH:9]=[CH:8][C:7]([Br:31])=[CH:6][C:5]=3[N:4]=[C:3]([NH2:2])[C:12]=2[N:13]=[C:14]1[CH2:28][CH2:29][CH3:30], predict the reactants needed to synthesize it. The reactants are: Cl.[NH2:2][C:3]1[C:12]2[N:13]=[C:14]([CH2:28][CH2:29][CH3:30])[N:15]([CH2:16][CH2:17][CH2:18][CH2:19][NH:20]C(=O)OC(C)(C)C)[C:11]=2[C:10]2[CH:9]=[CH:8][C:7]([Br:31])=[CH:6][C:5]=2[N:4]=1.[OH-].[Na+]. (4) Given the product [CH3:28][O:27][C:25]1[CH:24]=[C:22]([CH:21]=[C:20]([O:19][CH3:18])[CH:26]=1)[NH:23][C:2]1[CH:7]=[C:6]([C:8]([F:11])([F:10])[F:9])[N:5]=[C:4]([C:12]2[CH:17]=[N:16][CH:15]=[CH:14][N:13]=2)[N:3]=1, predict the reactants needed to synthesize it. The reactants are: Cl[C:2]1[CH:7]=[C:6]([C:8]([F:11])([F:10])[F:9])[N:5]=[C:4]([C:12]2[CH:17]=[N:16][CH:15]=[CH:14][N:13]=2)[N:3]=1.[CH3:18][O:19][C:20]1[CH:21]=[C:22]([CH:24]=[C:25]([O:27][CH3:28])[CH:26]=1)[NH2:23]. (5) Given the product [Br:5][C:6]1[CH:7]=[C:8]([CH:12]2[CH2:13][CH:14]3[N:20]([S:21]([C:24]4[CH:25]=[CH:26][C:27]([C:30]([F:32])([F:33])[F:31])=[CH:28][CH:29]=4)(=[O:23])=[O:22])[CH:18]([CH2:17][C:16](=[O:34])[C:1]3=[CH:2][OH:3])[CH2:19]2)[CH:9]=[CH:10][CH:11]=1, predict the reactants needed to synthesize it. The reactants are: [CH3:1][CH2:2][O-:3].[Na+].[Br:5][C:6]1[CH:7]=[C:8]([CH:12]2[CH2:19][CH:18]3[N:20]([S:21]([C:24]4[CH:29]=[CH:28][C:27]([C:30]([F:33])([F:32])[F:31])=[CH:26][CH:25]=4)(=[O:23])=[O:22])[CH:14](C[C:16](=[O:34])[CH2:17]3)[CH2:13]2)[CH:9]=[CH:10][CH:11]=1.C(OCC)=O.